From a dataset of Retrosynthesis with 50K atom-mapped reactions and 10 reaction types from USPTO. Predict the reactants needed to synthesize the given product. Given the product CCc1cc(O)c(Oc2ccc(C(=O)N3CCN(CC(N)=O)C(=O)C3)cc2F)cc1F, predict the reactants needed to synthesize it. The reactants are: CCc1cc(OC)c(Oc2ccc(C(=O)N3CCN(CC(N)=O)C(=O)C3)cc2F)cc1F.